This data is from Full USPTO retrosynthesis dataset with 1.9M reactions from patents (1976-2016). The task is: Predict the reactants needed to synthesize the given product. (1) Given the product [CH2:24]([O:23][C:21](=[O:22])[CH2:20][C:3]1([C:7]([O:9][CH2:10][CH3:11])=[O:8])[CH2:4][CH2:5][CH2:6][N:1]([C:12]([O:14][C:15]([CH3:17])([CH3:16])[CH3:18])=[O:13])[CH2:2]1)[C:25]1[CH:30]=[CH:29][CH:28]=[CH:27][CH:26]=1, predict the reactants needed to synthesize it. The reactants are: [N:1]1([C:12]([O:14][C:15]([CH3:18])([CH3:17])[CH3:16])=[O:13])[CH2:6][CH2:5][CH2:4][CH:3]([C:7]([O:9][CH2:10][CH3:11])=[O:8])[CH2:2]1.Br[CH2:20][C:21]([O:23][CH2:24][C:25]1[CH:30]=[CH:29][CH:28]=[CH:27][CH:26]=1)=[O:22]. (2) Given the product [N:25]1[C:24]2[NH:28][CH:29]=[CH:30][C:23]=2[C:22]([N:21]2[CH:15]3[CH2:14][N:13]([C:11](=[O:12])[C@H:10]([NH:9][C:4]4[CH:3]=[C:2]([Cl:1])[CH:7]=[C:6]([Cl:8])[CH:5]=4)[CH3:31])[CH2:18][CH2:17][CH:16]3[CH2:19][CH2:20]2)=[N:27][CH:26]=1, predict the reactants needed to synthesize it. The reactants are: [Cl:1][C:2]1[CH:3]=[C:4]([NH:9][CH2:10][C:11]([N:13]2[CH2:18][CH2:17][CH:16]3[CH2:19][CH2:20][N:21]([C:22]4[C:23]5[CH:30]=[CH:29][NH:28][C:24]=5[N:25]=[CH:26][N:27]=4)[CH:15]3[CH2:14]2)=[O:12])[CH:5]=[C:6]([Cl:8])[CH:7]=1.[CH:31](=O)CC.